From a dataset of Cav3 T-type calcium channel HTS with 100,875 compounds. Binary Classification. Given a drug SMILES string, predict its activity (active/inactive) in a high-throughput screening assay against a specified biological target. (1) The drug is s1cc(nc1C)c1ccc(NC(=O)Cc2ccc(OC)cc2)cc1. The result is 0 (inactive). (2) The compound is Fc1ccc(c2nc(on2)C2CCCN(C2)C(=O)Nc2ccccc2)cc1. The result is 1 (active). (3) The molecule is Brc1oc(C(=O)Nc2cc3c(n(c4c3cccc4)CC)cc2)cc1. The result is 0 (inactive). (4) The result is 0 (inactive). The molecule is O=C(NC(c1ccc(C(C)C)cc1)CC)c1cc(Cn2nc(c([N+]([O-])=O)c2C)C)ccc1.